This data is from Full USPTO retrosynthesis dataset with 1.9M reactions from patents (1976-2016). The task is: Predict the reactants needed to synthesize the given product. (1) The reactants are: C(P(C(C)(C)C)[C:6]1[CH:11]=[CH:10][CH:9]=[CH:8][C:7]=1[C:12]1[CH:17]=[CH:16][CH:15]=[CH:14][CH:13]=1)(C)(C)C.[OH-].[OH-].[C:24]1([B+2])C=CC=CC=1.ClC1C=CC(C)=CC=1. Given the product [CH3:24][C:15]1[CH:14]=[CH:13][C:12]([C:7]2[CH:6]=[CH:11][CH:10]=[CH:9][CH:8]=2)=[CH:17][CH:16]=1, predict the reactants needed to synthesize it. (2) Given the product [NH2:11][C:9]1[N:8]=[CH:7][N:6]=[C:5]2[N:4]([C@H:12]3[CH2:17][CH2:16][C@@H:15]([N:18]4[CH2:23][CH2:22][N:21]([CH3:24])[CH2:20][CH2:19]4)[CH2:14][CH2:13]3)[N:3]=[C:2]([C:29]3[CH:30]=[CH:31][C:32]([N:33]([CH3:44])[C:34](=[O:43])[CH2:35][CH2:36][C:37]4[CH:38]=[CH:39][CH:40]=[CH:41][CH:42]=4)=[C:27]([O:26][CH3:25])[CH:28]=3)[C:10]=12, predict the reactants needed to synthesize it. The reactants are: I[C:2]1[C:10]2[C:5](=[N:6][CH:7]=[N:8][C:9]=2[NH2:11])[N:4]([C@H:12]2[CH2:17][CH2:16][C@@H:15]([N:18]3[CH2:23][CH2:22][N:21]([CH3:24])[CH2:20][CH2:19]3)[CH2:14][CH2:13]2)[N:3]=1.[CH3:25][O:26][C:27]1[CH:28]=[C:29](B(O)O)[CH:30]=[CH:31][C:32]=1[N:33]([CH3:44])[C:34](=[O:43])[CH2:35][CH2:36][C:37]1[CH:42]=[CH:41][CH:40]=[CH:39][CH:38]=1.C(=O)([O-])[O-].[Na+].[Na+]. (3) Given the product [C:1]([O:5][C:6](=[O:7])[CH:8]=[CH:35][C:34]1[CH:37]=[CH:38][C:39]([O:40][CH2:41][C:42]([F:43])([F:44])[F:45])=[C:32]([C:29]2[CH:30]=[C:31]3[C:26]([C:25]([CH3:48])([CH3:47])[CH2:24][C:23](=[O:49])[N:22]3[CH2:20][CH3:21])=[CH:27][C:28]=2[CH3:46])[CH:33]=1)([CH3:2])([CH3:3])[CH3:4], predict the reactants needed to synthesize it. The reactants are: [C:1]([O:5][C:6]([CH2:8]P(=O)(OC)OC)=[O:7])([CH3:4])([CH3:3])[CH3:2].C([Li])CCC.[CH2:20]([N:22]1[C:31]2[C:26](=[CH:27][C:28]([CH3:46])=[C:29]([C:32]3[CH:33]=[C:34]([CH:37]=[CH:38][C:39]=3[O:40][CH2:41][C:42]([F:45])([F:44])[F:43])[CH:35]=O)[CH:30]=2)[C:25]([CH3:48])([CH3:47])[CH2:24][C:23]1=[O:49])[CH3:21]. (4) Given the product [C:12]([O:16][C:17]([NH:19][CH2:20][C:21]([NH:1][C:2]1[CH:3]=[CH:4][C:5]([C:6]([O:8][CH3:9])=[O:7])=[CH:10][CH:11]=1)=[O:22])=[O:18])([CH3:15])([CH3:14])[CH3:13], predict the reactants needed to synthesize it. The reactants are: [NH2:1][C:2]1[CH:11]=[CH:10][C:5]([C:6]([O:8][CH3:9])=[O:7])=[CH:4][CH:3]=1.[C:12]([O:16][C:17]([NH:19][CH2:20][C:21](O)=[O:22])=[O:18])([CH3:15])([CH3:14])[CH3:13].